The task is: Predict the reactants needed to synthesize the given product.. This data is from Full USPTO retrosynthesis dataset with 1.9M reactions from patents (1976-2016). (1) Given the product [CH3:21][C:14]1[C:13]2[C:12](=[O:22])[NH:11][C@@H:10]3[CH2:9][N:8]([CH2:1][CH2:29][C:23]4[CH:28]=[CH:27][CH:26]=[CH:25][CH:24]=4)[CH2:20][C@H:19]3[C:18]=2[CH:17]=[CH:16][CH:15]=1, predict the reactants needed to synthesize it. The reactants are: [CH2:1]([N:8]1[CH2:20][C@@H:19]2[C@H:10]([NH:11][C:12](=[O:22])[C:13]3[C:14]([CH3:21])=[CH:15][CH:16]=[CH:17][C:18]=32)[CH2:9]1)C1C=CC=CC=1.[C:23]1([CH2:29]C=O)[CH:28]=[CH:27][CH:26]=[CH:25][CH:24]=1. (2) Given the product [Cl:1][C:2]1[CH:7]=[C:6]([Cl:8])[CH:5]=[C:4]([Cl:9])[C:3]=1[N:10]1[C:14]2=[N:15][C:16]([CH2:20][C:21]3[CH:26]=[CH:25][CH:24]=[C:23]([OH:27])[CH:22]=3)=[N:17][C:18](=[O:19])[C:13]2=[C:12]([CH2:29][CH3:30])[NH:11]1, predict the reactants needed to synthesize it. The reactants are: [Cl:1][C:2]1[CH:7]=[C:6]([Cl:8])[CH:5]=[C:4]([Cl:9])[C:3]=1[N:10]1[C:14]2=[N:15][C:16]([CH2:20][C:21]3[CH:26]=[CH:25][CH:24]=[C:23]([O:27]C)[CH:22]=3)=[N:17][C:18](=[O:19])[C:13]2=[C:12]([CH2:29][CH3:30])[NH:11]1.B(Br)(Br)Br. (3) Given the product [CH:9]1([CH2:12][CH2:13][NH:14][C:21]([C:20]2[S:19][C:18]([N:24]3[CH2:28][CH2:27][N:26]([CH2:29][C:30]4[CH:31]=[CH:32][C:33]([O:36][C:37]([F:38])([F:39])[F:40])=[CH:34][CH:35]=4)[C:25]3=[O:41])=[N:17][C:16]=2[CH3:15])=[O:22])[CH2:11][CH2:10]1, predict the reactants needed to synthesize it. The reactants are: C(N)C1C=CC=CC=1.[CH:9]1([CH2:12][CH2:13][NH2:14])[CH2:11][CH2:10]1.[CH3:15][C:16]1[N:17]=[C:18]([N:24]2[CH2:28][CH2:27][N:26]([CH2:29][C:30]3[CH:35]=[CH:34][C:33]([O:36][C:37]([F:40])([F:39])[F:38])=[CH:32][CH:31]=3)[C:25]2=[O:41])[S:19][C:20]=1[C:21](O)=[O:22]. (4) The reactants are: [Cl:1][C:2]1[C:3]([CH2:8][NH:9][C:10](=O)[CH3:11])=[N:4][CH:5]=[CH:6][N:7]=1.P(Cl)(Cl)(Cl)=O. Given the product [Cl:1][C:2]1[C:3]2[N:4]([C:10]([CH3:11])=[N:9][CH:8]=2)[CH:5]=[CH:6][N:7]=1, predict the reactants needed to synthesize it. (5) Given the product [IH:31].[IH:31].[N:11]1([C:15]2[N:19]([CH2:20][CH2:21][N:22]3[CH:26]=[CH:25][CH:24]=[N:23]3)[C:18]3[CH:27]=[CH:28][CH:29]=[CH:30][C:17]=3[N:16]=2)[CH2:12][CH2:13][CH2:14][NH:8][CH2:9][CH2:10]1, predict the reactants needed to synthesize it. The reactants are: C(OC([N:8]1[CH2:14][CH2:13][CH2:12][N:11]([C:15]2[N:19]([CH2:20][CH2:21][N:22]3[CH:26]=[CH:25][CH:24]=[N:23]3)[C:18]3[CH:27]=[CH:28][CH:29]=[CH:30][C:17]=3[N:16]=2)[CH2:10][CH2:9]1)=O)(C)(C)C.[IH:31].CCOCC.